This data is from Full USPTO retrosynthesis dataset with 1.9M reactions from patents (1976-2016). The task is: Predict the reactants needed to synthesize the given product. (1) Given the product [C:1]([NH:4][C:5]1[S:9][C:8]2[C:10]([O:15][CH2:16][CH2:17][N:18]([CH2:21][CH3:22])[CH2:19][CH3:20])=[C:11]([C:33]3[CH:34]=[CH:35][C:30]([C:29]([F:40])([F:39])[F:28])=[CH:31][CH:32]=3)[CH:12]=[CH:13][C:7]=2[C:6]=1[C:23]([O:25][CH2:26][CH3:27])=[O:24])(=[O:3])[CH3:2], predict the reactants needed to synthesize it. The reactants are: [C:1]([NH:4][C:5]1[S:9][C:8]2[C:10]([O:15][CH2:16][CH2:17][N:18]([CH2:21][CH3:22])[CH2:19][CH3:20])=[C:11](Br)[CH:12]=[CH:13][C:7]=2[C:6]=1[C:23]([O:25][CH2:26][CH3:27])=[O:24])(=[O:3])[CH3:2].[F:28][C:29]([F:40])([F:39])[C:30]1[CH:35]=[CH:34][C:33](B(O)O)=[CH:32][CH:31]=1.P([O-])([O-])([O-])=O.[K+].[K+].[K+]. (2) Given the product [Br:1][C:2]1[CH:7]=[CH:6][C:5]([C:8]2[N:9]=[N:10][N:11]([CH:16]([CH3:18])[CH3:17])[N:12]=2)=[CH:4][CH:3]=1, predict the reactants needed to synthesize it. The reactants are: [Br:1][C:2]1[CH:7]=[CH:6][C:5]([C:8]2[NH:12][N:11]=[N:10][N:9]=2)=[CH:4][CH:3]=1.[OH-].[Na+].I[CH:16]([CH3:18])[CH3:17]. (3) Given the product [SH:4][CH2:5][CH2:6][C@@H:7]([CH2:13][CH2:14][CH3:15])[C:8]([O:10][CH2:11][CH3:12])=[O:9], predict the reactants needed to synthesize it. The reactants are: C([S:4][CH2:5][CH2:6][C@@H:7]([CH2:13][CH2:14][CH3:15])[C:8]([O:10][CH2:11][CH3:12])=[O:9])(=O)C.[OH-].[Li+]. (4) Given the product [Cl:30][C:19]1[CH:20]=[C:21]([C:23]2[CH:28]=[CH:27][CH:26]=[C:25]([CH3:29])[N:24]=2)[S:22][C:18]=1[C:13]1[N:8]2[N:9]=[C:10]([CH3:12])[CH:11]=[C:6]([CH:3]([CH2:4][CH3:5])[CH2:1][CH3:2])[C:7]2=[N:15][C:14]=1[CH3:16], predict the reactants needed to synthesize it. The reactants are: [CH2:1]([CH:3]([C:6]1[C:7]2[N:8]([CH:13]=[C:14]([CH3:16])[N:15]=2)[N:9]=[C:10]([CH3:12])[CH:11]=1)[CH2:4][CH3:5])[CH3:2].Br[C:18]1[S:22][C:21]([C:23]2[CH:28]=[CH:27][CH:26]=[C:25]([CH3:29])[N:24]=2)=[CH:20][C:19]=1[Cl:30].C([O-])([O-])=O.[Cs+].[Cs+].N#N.C1C=CC(P(C2C=CC=CC=2)C2C=CC=CC=2)=CC=1. (5) Given the product [CH2:1]([CH:3]1[C:8](=[O:9])[N:7]([CH3:10])[C:6]2[CH:11]=[CH:12][CH:13]=[C:14]([C:15]3[C:16]4[CH:25]=[CH:24][NH:23][C:17]=4[C:18](=[O:22])[N:19]([CH3:21])[CH:20]=3)[C:5]=2[O:4]1)[CH3:2], predict the reactants needed to synthesize it. The reactants are: [CH2:1]([CH:3]1[C:8](=[O:9])[N:7]([CH3:10])[C:6]2[CH:11]=[CH:12][CH:13]=[C:14]([C:15]3[C:16]4[CH:25]=[CH:24][N:23](S(C5C=CC(C)=CC=5)(=O)=O)[C:17]=4[C:18](=[O:22])[N:19]([CH3:21])[CH:20]=3)[C:5]=2[O:4]1)[CH3:2]. (6) Given the product [Cl:1][C:2]1[CH:8]=[CH:7][C:5]([NH:6][C:13](=[O:14])[O:15][C:16]([CH3:19])([CH3:18])[CH3:17])=[CH:4][C:3]=1[C:9]([F:10])([F:11])[F:12], predict the reactants needed to synthesize it. The reactants are: [Cl:1][C:2]1[CH:8]=[CH:7][C:5]([NH2:6])=[CH:4][C:3]=1[C:9]([F:12])([F:11])[F:10].[C:13](O[C:13]([O:15][C:16]([CH3:19])([CH3:18])[CH3:17])=[O:14])([O:15][C:16]([CH3:19])([CH3:18])[CH3:17])=[O:14]. (7) Given the product [Cl:22][CH:13]([C:10]1[C:11](=[O:12])[C:6]([OH:5])=[C:7]([CH3:19])[NH:8][CH:9]=1)[C:14]([F:17])([F:16])[F:15], predict the reactants needed to synthesize it. The reactants are: S(Cl)(Cl)=O.[OH:5][C:6]1[C:11](=[O:12])[C:10]([CH:13](O)[C:14]([F:17])([F:16])[F:15])=[CH:9][NH:8][C:7]=1[CH3:19].CO.[Cl:22]CCl. (8) Given the product [Br:1][C:2]1[CH:3]=[C:4]([NH:34][CH2:33][CH2:32][S:29]([CH3:28])(=[O:31])=[O:30])[C:5]2[N:6]([C:8]([C:11]3[CH:22]=[CH:21][C:14]([C:15]([NH:17][CH:18]4[CH2:20][CH2:19]4)=[O:16])=[C:13]([CH3:23])[CH:12]=3)=[CH:9][N:10]=2)[N:7]=1, predict the reactants needed to synthesize it. The reactants are: [Br:1][C:2]1[CH:3]=[C:4](S(C)(=O)=O)[C:5]2[N:6]([C:8]([C:11]3[CH:22]=[CH:21][C:14]([C:15]([NH:17][CH:18]4[CH2:20][CH2:19]4)=[O:16])=[C:13]([CH3:23])[CH:12]=3)=[CH:9][N:10]=2)[N:7]=1.[CH3:28][S:29]([CH2:32][CH2:33][NH2:34])(=[O:31])=[O:30].CCN(C(C)C)C(C)C. (9) Given the product [CH:1]1([NH:6][C:10](=[O:11])[CH2:9][C:8](=[O:12])[CH3:7])[CH2:5][CH2:4][CH2:3][CH2:2]1, predict the reactants needed to synthesize it. The reactants are: [CH:1]1([NH2:6])[CH2:5][CH2:4][CH2:3][CH2:2]1.[CH2:7]=[C:8]1[O:12][C:10](=[O:11])[CH2:9]1.